Predict the product of the given reaction. From a dataset of Forward reaction prediction with 1.9M reactions from USPTO patents (1976-2016). (1) Given the reactants [CH3:1][N:2]1[CH2:6][CH2:5][CH2:4][C@H:3]1[C:7]1[CH:8]=[C:9]([O:13][CH2:14][CH2:15][NH:16]C(=O)OC(C)(C)C)[CH:10]=[N:11][CH:12]=1.C(Cl)Cl, predict the reaction product. The product is: [CH3:1][N:2]1[CH2:6][CH2:5][CH2:4][C@H:3]1[C:7]1[CH:8]=[C:9]([O:13][CH2:14][CH2:15][NH2:16])[CH:10]=[N:11][CH:12]=1. (2) Given the reactants Cl[C:2]1[N:10]=[C:9]2[C:5]([NH:6][CH:7]=[N:8]2)=[C:4](Cl)[N:3]=1.C(OCC)(=O)C.O1C=CCCC1.Cl.CNC, predict the reaction product. The product is: [N:3]1[CH:4]=[C:5]2[C:9]([N:8]=[CH:7][NH:6]2)=[N:10][CH:2]=1.